Dataset: Full USPTO retrosynthesis dataset with 1.9M reactions from patents (1976-2016). Task: Predict the reactants needed to synthesize the given product. (1) Given the product [CH2:1]([NH:8][S:9]([C:12]1[C:17]([Cl:18])=[CH:16][CH:15]=[C:14]([N+:19]([O-:21])=[O:20])[C:13]=1[OH:32])(=[O:11])=[O:10])[C:2]1[CH:7]=[CH:6][CH:5]=[CH:4][CH:3]=1, predict the reactants needed to synthesize it. The reactants are: [CH2:1]([NH:8][S:9]([C:12]1[C:17]([Cl:18])=[CH:16][CH:15]=[C:14]([N+:19]([O-:21])=[O:20])[C:13]=1C(=O)C)(=[O:11])=[O:10])[C:2]1[CH:7]=[CH:6][CH:5]=[CH:4][CH:3]=1.Cl[Si](C)(C)C.C([OH:32])C. (2) Given the product [CH:14]1([CH2:17][NH:1][C:2]2[CH:6]=[CH:5][S:4][C:3]=2[C:7]([O:9][CH3:10])=[O:8])[CH2:16][CH2:15]1, predict the reactants needed to synthesize it. The reactants are: [NH2:1][C:2]1[CH:6]=[CH:5][S:4][C:3]=1[C:7]([O:9][CH3:10])=[O:8].C(Cl)Cl.[CH:14]1([CH:17]=O)[CH2:16][CH2:15]1.C(O[BH-](OC(=O)C)OC(=O)C)(=O)C.[Na+]. (3) Given the product [CH2:12]([O:8][C:6]1[CH:7]=[C:2]([F:1])[CH:3]=[CH:4][C:5]=1[N+:9]([O-:11])=[O:10])[C:13]1[CH:18]=[CH:17][CH:16]=[CH:15][CH:14]=1, predict the reactants needed to synthesize it. The reactants are: [F:1][C:2]1[CH:3]=[CH:4][C:5]([N+:9]([O-:11])=[O:10])=[C:6]([OH:8])[CH:7]=1.[CH2:12](Br)[C:13]1[CH:18]=[CH:17][CH:16]=[CH:15][CH:14]=1.C(=O)([O-])[O-].[K+].[K+].[I-].[Na+].